Dataset: NCI-60 drug combinations with 297,098 pairs across 59 cell lines. Task: Regression. Given two drug SMILES strings and cell line genomic features, predict the synergy score measuring deviation from expected non-interaction effect. (1) Drug 1: CCCCC(=O)OCC(=O)C1(CC(C2=C(C1)C(=C3C(=C2O)C(=O)C4=C(C3=O)C=CC=C4OC)O)OC5CC(C(C(O5)C)O)NC(=O)C(F)(F)F)O. Drug 2: N.N.Cl[Pt+2]Cl. Cell line: DU-145. Synergy scores: CSS=68.4, Synergy_ZIP=2.90, Synergy_Bliss=2.58, Synergy_Loewe=-0.857, Synergy_HSA=5.24. (2) Cell line: NCIH23. Drug 2: C1=NC(=NC(=O)N1C2C(C(C(O2)CO)O)O)N. Synergy scores: CSS=52.3, Synergy_ZIP=-2.09, Synergy_Bliss=-2.91, Synergy_Loewe=-3.79, Synergy_HSA=-2.49. Drug 1: C1=NC2=C(N1)C(=S)N=C(N2)N. (3) Drug 1: CN1C(=O)N2C=NC(=C2N=N1)C(=O)N. Drug 2: CCCCCOC(=O)NC1=NC(=O)N(C=C1F)C2C(C(C(O2)C)O)O. Cell line: A549. Synergy scores: CSS=-8.24, Synergy_ZIP=4.63, Synergy_Bliss=3.36, Synergy_Loewe=-5.48, Synergy_HSA=-5.35. (4) Drug 1: C1=NC2=C(N=C(N=C2N1C3C(C(C(O3)CO)O)F)Cl)N. Drug 2: CC1CCC2CC(C(=CC=CC=CC(CC(C(=O)C(C(C(=CC(C(=O)CC(OC(=O)C3CCCCN3C(=O)C(=O)C1(O2)O)C(C)CC4CCC(C(C4)OC)OCCO)C)C)O)OC)C)C)C)OC. Cell line: BT-549. Synergy scores: CSS=12.5, Synergy_ZIP=-3.35, Synergy_Bliss=-0.229, Synergy_Loewe=-6.75, Synergy_HSA=-4.26. (5) Drug 2: CC12CCC3C(C1CCC2OP(=O)(O)O)CCC4=C3C=CC(=C4)OC(=O)N(CCCl)CCCl.[Na+]. Cell line: IGROV1. Synergy scores: CSS=6.01, Synergy_ZIP=-7.01, Synergy_Bliss=-11.4, Synergy_Loewe=-15.6, Synergy_HSA=-10.0. Drug 1: CN(C)N=NC1=C(NC=N1)C(=O)N. (6) Drug 1: CCCCC(=O)OCC(=O)C1(CC(C2=C(C1)C(=C3C(=C2O)C(=O)C4=C(C3=O)C=CC=C4OC)O)OC5CC(C(C(O5)C)O)NC(=O)C(F)(F)F)O. Drug 2: C(CCl)NC(=O)N(CCCl)N=O. Cell line: CCRF-CEM. Synergy scores: CSS=14.5, Synergy_ZIP=-2.07, Synergy_Bliss=-0.809, Synergy_Loewe=-19.0, Synergy_HSA=-0.611.